This data is from Reaction yield outcomes from USPTO patents with 853,638 reactions. The task is: Predict the reaction yield, written as a fraction of the theoretical maximum amount of product (1.0 means a 100% yield; for example, 0.34 means a 34% yield). (1) The catalyst is C1(C)C=CC=CC=1. The product is [CH3:11][O:12][C:13](=[O:20])[C@H:14]([CH2:16][CH2:17][S:18][CH3:19])[NH:15][C:34]([C:33]1([NH:32][C:31]([C:28]2[CH:29]=[CH:30][C:25]([CH2:24][N:22]([CH3:23])[CH3:21])=[CH:26][CH:27]=2)=[O:35])[CH2:41][CH2:40][CH2:39][CH2:38][CH2:37]1)=[O:36]. The reactants are C(N(C(C)C)CC)(C)C.Cl.[CH3:11][O:12][C:13](=[O:20])[C@H:14]([CH2:16][CH2:17][S:18][CH3:19])[NH2:15].[CH3:21][N:22]([CH2:24][C:25]1[CH:30]=[CH:29][C:28]([C:31]2[O:35][C:34](=[O:36])[C:33]3([CH2:41][CH2:40][CH2:39][CH2:38][CH2:37]3)[N:32]=2)=[CH:27][CH:26]=1)[CH3:23]. The yield is 0.590. (2) The reactants are C(OC([N:8]1[CH2:13][CH2:12][N:11]([C:14]([C:16]2[C:17]3[CH:18]=[CH:19][CH:20]=[N:21][C:22]=3[C:23]([O:38]C(C3C=CC=CC=3)C3C=CC=CC=3)=[C:24]3[C:28](=[O:29])[N:27]([CH2:30][C:31]4[CH:36]=[CH:35][C:34]([F:37])=[CH:33][CH:32]=4)[CH2:26][C:25]=23)=[O:15])[CH2:10][CH2:9]1)=O)(C)(C)C.C([SiH](CC)CC)C.FC(F)(F)C(O)=O. The catalyst is ClCCl. The product is [F:37][C:34]1[CH:35]=[CH:36][C:31]([CH2:30][N:27]2[C:28](=[O:29])[C:24]3[C:23]([OH:38])=[C:22]4[C:17]([CH:18]=[CH:19][CH:20]=[N:21]4)=[C:16]([C:14]([N:11]4[CH2:12][CH2:13][NH:8][CH2:9][CH2:10]4)=[O:15])[C:25]=3[CH2:26]2)=[CH:32][CH:33]=1. The yield is 1.00. (3) The reactants are [CH:1]([NH:4][C:5]([C:7]1[N:8]([CH3:33])[C:9]([CH2:22][NH:23]S(C2C=CC=CC=2)(=O)=O)=[CH:10][C:11](=[O:21])[C:12]=1[O:13]CC1C=CC=CC=1)=[O:6])([CH3:3])[CH3:2].[C:34]1([S:40](C(N)C2N(C)C(C(O)=O)=C(O)C(=O)C=2)(=[O:42])=[O:41])[CH:39]=[CH:38][CH:37]=[CH:36][CH:35]=1. No catalyst specified. The product is [CH:1]([NH:4][C:5]([C:7]1[N:8]([CH3:33])[C:9]([CH:22]([S:40]([C:34]2[CH:39]=[CH:38][CH:37]=[CH:36][CH:35]=2)(=[O:42])=[O:41])[NH2:23])=[CH:10][C:11](=[O:21])[C:12]=1[OH:13])=[O:6])([CH3:2])[CH3:3]. The yield is 0.486. (4) The product is [NH2:16][C:13]1[C:7]([C:8]([O:10][CH2:11][CH3:12])=[O:9])=[C:6]2[C:5]([CH:4]=[CH:3][NH:19]2)=[CH:15][CH:14]=1. The reactants are CN(C)/[CH:3]=[CH:4]/[C:5]1[C:6]([N+:19]([O-])=O)=[C:7]([C:13]([N+:16]([O-])=O)=[CH:14][CH:15]=1)[C:8]([O:10][CH2:11][CH3:12])=[O:9]. The yield is 0.160. The catalyst is [Ni].CCO. (5) The reactants are Br[C:2]1[CH:7]=[CH:6][N:5]=[C:4]([N:8]2[CH:12]=[C:11]([C:13]3[CH:14]=[N:15][N:16]4[C:21](=[O:22])[C:20]([CH2:23][CH3:24])=[C:19]([CH3:25])[NH:18][C:17]=34)[CH:10]=[N:9]2)[CH:3]=1.Cl.[CH3:27][NH:28][CH3:29].CCN(C(C)C)C(C)C. The catalyst is CN(C=O)C. The product is [CH3:27][N:28]([CH3:29])[C:2]1[CH:7]=[CH:6][N:5]=[C:4]([N:8]2[CH:12]=[C:11]([C:13]3[CH:14]=[N:15][N:16]4[C:21](=[O:22])[C:20]([CH2:23][CH3:24])=[C:19]([CH3:25])[NH:18][C:17]=34)[CH:10]=[N:9]2)[CH:3]=1. The yield is 0.0840. (6) The reactants are C(C1C=C(NC2N=C(NC3C=CC=C(C(O)=O)C=3)C(F)=CN=2)C=CC=1)(O)=O.[OH:28][C:29]1[CH:30]=[C:31]([NH:39][C:40]2[N:45]=[C:44]([NH:46][C:47]3[CH:52]=[CH:51][C:50]([C:53]([O:55]C)=[O:54])=[C:49]([OH:57])[CH:48]=3)[C:43]([F:58])=[CH:42][N:41]=2)[CH:32]=[CH:33][C:34]=1[C:35]([O:37]C)=[O:36].[OH-].[Na+]. No catalyst specified. The product is [OH:28][C:29]1[CH:30]=[C:31]([NH:39][C:40]2[N:45]=[C:44]([NH:46][C:47]3[CH:52]=[CH:51][C:50]([C:53]([OH:55])=[O:54])=[C:49]([OH:57])[CH:48]=3)[C:43]([F:58])=[CH:42][N:41]=2)[CH:32]=[CH:33][C:34]=1[C:35]([OH:37])=[O:36]. The yield is 0.770. (7) The reactants are Cl.[NH2:2][C@@H:3]1[C:10](=[O:11])[N:9]2[C@@H:4]1[S:5][CH2:6][C:7](OSOC)=[C:8]2[C:12]([O:14][CH:15]([C:22]1[CH:27]=[CH:26][CH:25]=[CH:24][CH:23]=1)[C:16]1[CH:21]=[CH:20][CH:19]=[CH:18][CH:17]=1)=[O:13].[NH2:32][C:33]1[N:38]=[C:37]([NH2:39])[CH:36]=[C:35]([SH:40])[N:34]=1.CCOCC. The catalyst is O1CCCC1.CN(C)C=O. The product is [NH2:2][CH:3]1[C:10](=[O:11])[N:9]2[CH:4]1[S:5][CH2:6][C:7]([S:40][C:35]1[CH:36]=[C:37]([NH2:39])[N:38]=[C:33]([NH2:32])[N:34]=1)=[C:8]2[C:12]([O:14][CH:15]([C:22]1[CH:23]=[CH:24][CH:25]=[CH:26][CH:27]=1)[C:16]1[CH:21]=[CH:20][CH:19]=[CH:18][CH:17]=1)=[O:13]. The yield is 0.850. (8) The reactants are [OH:1][C:2]1[C:3]([C:12]([OH:14])=[O:13])=[CH:4][C:5]2[C:10]([CH:11]=1)=[CH:9][CH:8]=[CH:7][CH:6]=2.[C:15](OC(=O)C)(=[O:17])[CH3:16]. The catalyst is S(=O)(=O)(O)O.O. The product is [C:15]([O:1][C:2]1[C:3]([C:12]([OH:14])=[O:13])=[CH:4][C:5]2[C:10]([CH:11]=1)=[CH:9][CH:8]=[CH:7][CH:6]=2)(=[O:17])[CH3:16]. The yield is 0.560.